This data is from NCI-60 drug combinations with 297,098 pairs across 59 cell lines. The task is: Regression. Given two drug SMILES strings and cell line genomic features, predict the synergy score measuring deviation from expected non-interaction effect. (1) Drug 1: C1=CC(=CC=C1CCC2=CNC3=C2C(=O)NC(=N3)N)C(=O)NC(CCC(=O)O)C(=O)O. Drug 2: C1=C(C(=O)NC(=O)N1)N(CCCl)CCCl. Cell line: NCIH23. Synergy scores: CSS=25.3, Synergy_ZIP=-0.510, Synergy_Bliss=1.58, Synergy_Loewe=0.196, Synergy_HSA=1.88. (2) Drug 1: CN1CCC(CC1)COC2=C(C=C3C(=C2)N=CN=C3NC4=C(C=C(C=C4)Br)F)OC. Drug 2: CN(C)C1=NC(=NC(=N1)N(C)C)N(C)C. Cell line: KM12. Synergy scores: CSS=-8.81, Synergy_ZIP=-5.93, Synergy_Bliss=-19.2, Synergy_Loewe=-22.0, Synergy_HSA=-21.8. (3) Drug 1: CC1OCC2C(O1)C(C(C(O2)OC3C4COC(=O)C4C(C5=CC6=C(C=C35)OCO6)C7=CC(=C(C(=C7)OC)O)OC)O)O. Drug 2: COC1=CC(=CC(=C1O)OC)C2C3C(COC3=O)C(C4=CC5=C(C=C24)OCO5)OC6C(C(C7C(O6)COC(O7)C8=CC=CS8)O)O. Cell line: KM12. Synergy scores: CSS=55.6, Synergy_ZIP=12.3, Synergy_Bliss=12.0, Synergy_Loewe=18.9, Synergy_HSA=19.8.